From a dataset of Reaction yield outcomes from USPTO patents with 853,638 reactions. Predict the reaction yield, written as a fraction of the theoretical maximum amount of product (1.0 means a 100% yield; for example, 0.34 means a 34% yield). (1) The reactants are Cl.[CH2:2]([O:9][C:10]([N:12]1[CH2:17][CH2:16][CH2:15][C@@H:14]([NH:18]C(OC(C)(C)C)=O)[CH2:13]1)=[O:11])[C:3]1[CH:8]=[CH:7][CH:6]=[CH:5][CH:4]=1. The catalyst is O1CCOCC1.C(Cl)Cl.CO. The product is [CH2:2]([O:9][C:10]([N:12]1[CH2:17][CH2:16][CH2:15][C@@H:14]([NH2:18])[CH2:13]1)=[O:11])[C:3]1[CH:8]=[CH:7][CH:6]=[CH:5][CH:4]=1. The yield is 1.04. (2) The reactants are [F:1][C:2]1[CH:7]=[CH:6][C:5]([C:8]2[C:20]([C:21](=O)[CH:22]=[CH:23]N(C)C)=[C:11]3[CH:12]=[CH:13][C:14]([C:16]([F:19])([F:18])[F:17])=[CH:15][N:10]3[N:9]=2)=[CH:4][CH:3]=1.[CH3:28][N:29]([CH3:37])[CH2:30][CH2:31][CH2:32][NH:33][C:34]([NH2:36])=[NH:35].CC(C)([O-])C.[K+].C(O)(C)(C)C. The catalyst is O1CCCC1.C(OCC)C.O. The product is [CH3:28][N:29]([CH3:37])[CH2:30][CH2:31][CH2:32][NH:33][C:34]1[N:36]=[C:21]([C:20]2[C:8]([C:5]3[CH:6]=[CH:7][C:2]([F:1])=[CH:3][CH:4]=3)=[N:9][N:10]3[CH:15]=[C:14]([C:16]([F:19])([F:18])[F:17])[CH:13]=[CH:12][C:11]=23)[CH:22]=[CH:23][N:35]=1. The yield is 0.950. (3) The reactants are [Br:1][C:2]1[N:7]=[C:6]([NH:8][C:9]2[C:10]3[N:11]([C:16]([C:19]([NH:21][C:22]4[CH:27]=[CH:26][N:25]=[CH:24][C:23]=4[F:28])=[O:20])=[CH:17][N:18]=3)[N:12]=[C:13](Cl)[CH:14]=2)[CH:5]=[CH:4][CH:3]=1.[C@H:29]1([NH2:36])[CH2:34][CH2:33][C@H:32]([NH2:35])[CH2:31][CH2:30]1. The catalyst is CN1C(=O)CCC1. The product is [NH2:35][C@H:32]1[CH2:33][CH2:34][C@H:29]([NH:36][C:13]2[CH:14]=[C:9]([NH:8][C:6]3[CH:5]=[CH:4][CH:3]=[C:2]([Br:1])[N:7]=3)[C:10]3[N:11]([C:16]([C:19]([NH:21][C:22]4[CH:27]=[CH:26][N:25]=[CH:24][C:23]=4[F:28])=[O:20])=[CH:17][N:18]=3)[N:12]=2)[CH2:30][CH2:31]1. The yield is 0.710. (4) The reactants are Cl[C:2]1[N:6]([CH:7]2[CH2:9][CH2:8]2)[N:5]=[CH:4][C:3]=1[N+:10]([O-:12])=[O:11].[F:13][C:14]([F:26])([F:25])[C:15]([NH:17][C@@H:18]1[CH2:24][CH2:23][CH2:22][NH:21][CH2:20][CH2:19]1)=[O:16]. No catalyst specified. The product is [CH:7]1([N:6]2[C:2]([N:21]3[CH2:22][CH2:23][CH2:24][C@@H:18]([NH:17][C:15](=[O:16])[C:14]([F:25])([F:13])[F:26])[CH2:19][CH2:20]3)=[C:3]([N+:10]([O-:12])=[O:11])[CH:4]=[N:5]2)[CH2:9][CH2:8]1. The yield is 0.610. (5) The reactants are C[O:2][C:3]([C:5]1[CH:6]=[CH:7][C:8]2[O:17][CH2:16][CH2:15][C:14]3[N:10]([N:11]=[C:12]([C:18]4[N:19]([CH2:23][C:24]([F:27])([F:26])[F:25])[N:20]=[CH:21][N:22]=4)[CH:13]=3)[C:9]=2[CH:28]=1)=O.CC(C[AlH]CC(C)C)C.C(C(C(C([O-])=O)O)O)([O-])=O.[K+].[Na+]. The catalyst is C1COCC1.CO. The product is [F:26][C:24]([F:25])([F:27])[CH2:23][N:19]1[C:18]([C:12]2[CH:13]=[C:14]3[N:10]([N:11]=2)[C:9]2[CH:28]=[C:5]([CH2:3][OH:2])[CH:6]=[CH:7][C:8]=2[O:17][CH2:16][CH2:15]3)=[N:22][CH:21]=[N:20]1. The yield is 1.00.